Dataset: Full USPTO retrosynthesis dataset with 1.9M reactions from patents (1976-2016). Task: Predict the reactants needed to synthesize the given product. (1) Given the product [NH2:1][C@H:2]([C:7]1[CH:12]=[CH:11][CH:10]=[CH:9][C:8]=1[CH3:13])[CH2:3][C:4]([O:6][CH2:14][CH3:15])=[O:5].[ClH:19].[NH2:1][C@H:2]([C:7]1[CH:12]=[CH:11][CH:10]=[CH:9][C:8]=1[CH3:13])[CH2:3][C:4]([O:6][CH2:14][CH3:15])=[O:5].[CH3:12][CH:7]1[CH2:2][CH2:3][CH2:4][O:5]1, predict the reactants needed to synthesize it. The reactants are: [NH2:1][C@H:2]([C:7]1[CH:12]=[CH:11][CH:10]=[CH:9][C:8]=1[CH3:13])[CH2:3][C:4]([OH:6])=[O:5].[CH2:14](O)[CH3:15].S(Cl)([Cl:19])=O. (2) Given the product [OH:19][C:2]1[CH:9]=[CH:8][C:5]([C:6]#[N:7])=[CH:4][CH:3]=1, predict the reactants needed to synthesize it. The reactants are: I[C:2]1[CH:9]=[CH:8][C:5]([C:6]#[N:7])=[CH:4][CH:3]=1.BrC1C=CC(C#N)=CC=1.[OH-:19].[Cs+].